Dataset: Full USPTO retrosynthesis dataset with 1.9M reactions from patents (1976-2016). Task: Predict the reactants needed to synthesize the given product. (1) Given the product [CH:1]([C:4]1[CH:10]=[C:9]([N+:11]([O-:13])=[O:12])[CH:8]=[C:7]([CH:14]([CH3:16])[CH3:15])[C:5]=1[N:6]1[C:22]([CH3:24])=[CH:21][CH:20]=[C:18]1[CH3:17])([CH3:3])[CH3:2], predict the reactants needed to synthesize it. The reactants are: [CH:1]([C:4]1[CH:10]=[C:9]([N+:11]([O-:13])=[O:12])[CH:8]=[C:7]([CH:14]([CH3:16])[CH3:15])[C:5]=1[NH2:6])([CH3:3])[CH3:2].[CH3:17][C:18]([CH2:20][CH2:21][C:22]([CH3:24])=O)=O.CC1C=CC(S(O)(=O)=O)=CC=1. (2) Given the product [C:1]([O:5][C:6]([N:8]1[CH2:13][CH2:12][C:11](=[O:14])[CH:10]([F:20])[CH2:9]1)=[O:7])([CH3:4])([CH3:3])[CH3:2], predict the reactants needed to synthesize it. The reactants are: [C:1]([O:5][C:6]([N:8]1[CH2:13][CH:12]=[C:11]([O:14][Si](C)(C)C)[CH2:10][CH2:9]1)=[O:7])([CH3:4])([CH3:3])[CH3:2].[B-](F)(F)(F)[F:20].[B-](F)(F)(F)F.C1[N+]2(CCl)CC[N+](F)(CC2)C1. (3) Given the product [CH2:32]([O:39][C:40]([NH:42][CH2:43][CH2:44][N:45]([CH2:46][CH2:47][NH:48][C:49]([O:51][CH2:52][C:53]1[CH:54]=[CH:55][CH:56]=[CH:57][CH:58]=1)=[O:50])[C:11]([CH2:10][O:9][CH2:8][CH2:7][O:6][CH2:5][CH2:4][O:3][CH2:2][C:1]([OH:15])=[O:14])=[O:13])=[O:41])[C:33]1[CH:34]=[CH:35][CH:36]=[CH:37][CH:38]=1, predict the reactants needed to synthesize it. The reactants are: [C:1]([OH:15])(=[O:14])[CH2:2][O:3][CH2:4][CH2:5][O:6][CH2:7][CH2:8][O:9][CH2:10][C:11]([OH:13])=O.C1(N=C=NC2CCCCC2)CCCCC1.[Cl-].[CH2:32]([O:39][C:40]([NH:42][CH2:43][CH2:44][NH2+:45][CH2:46][CH2:47][NH:48][C:49]([O:51][CH2:52][C:53]1[CH:58]=[CH:57][CH:56]=[CH:55][CH:54]=1)=[O:50])=[O:41])[C:33]1[CH:38]=[CH:37][CH:36]=[CH:35][CH:34]=1.CN(C)C(N(C)C)=N. (4) Given the product [Cl:1][C:2]1[CH:10]=[CH:9][C:8]2[N:7](/[CH:18]=[C:19](/[C:21]3[CH:26]=[CH:25][CH:24]=[CH:23][C:22]=3[Cl:27])\[CH3:20])[C:6]3[CH2:11][CH2:12][N:13]([CH3:16])[CH2:14][CH2:15][C:5]=3[C:4]=2[CH:3]=1, predict the reactants needed to synthesize it. The reactants are: [Cl:1][C:2]1[CH:10]=[CH:9][C:8]2[NH:7][C:6]3[CH2:11][CH2:12][N:13]([CH3:16])[CH2:14][CH2:15][C:5]=3[C:4]=2[CH:3]=1.Br[CH:18]=[C:19]([C:21]1[CH:26]=[CH:25][CH:24]=[CH:23][C:22]=1[Cl:27])[CH3:20].N1CCC[C@H]1C(O)=O.[O-]P([O-])([O-])=O.[K+].[K+].[K+]. (5) Given the product [CH3:1][N:2]1[C:7](=[O:8])[CH2:6][CH2:5][CH:4]([C:9]2[CH:14]=[CH:13][C:12]([N:15]3[CH2:19][C@H:18]([CH2:20][CH2:6][C:7]([NH2:2])=[O:8])[O:17][C:16]3=[O:25])=[CH:11][CH:10]=2)[CH2:3]1, predict the reactants needed to synthesize it. The reactants are: [CH3:1][N:2]1[C:7](=[O:8])[CH:6]=[CH:5][C:4]([C:9]2[CH:14]=[CH:13][C:12]([N:15]3[CH2:19][C@H:18]([CH2:20]NC(=O)C)[O:17][C:16]3=[O:25])=[CH:11][CH:10]=2)=[CH:3]1.